From a dataset of Catalyst prediction with 721,799 reactions and 888 catalyst types from USPTO. Predict which catalyst facilitates the given reaction. (1) Reactant: [CH3:1][NH:2][NH2:3].[F:4][C:5]1[CH:10]=[CH:9][C:8]([CH2:11][C:12](Cl)=[O:13])=[CH:7][CH:6]=1. Product: [CH3:1][N:2]([C:12](=[O:13])[CH2:11][C:8]1[CH:9]=[CH:10][C:5]([F:4])=[CH:6][CH:7]=1)[NH2:3]. The catalyst class is: 2. (2) Reactant: Cl.[CH3:2][C:3]1[CH:8]=[CH:7][CH:6]=[C:5]([CH3:9])[C:4]=1[NH:10][NH2:11].C(O[CH:15]=[C:16]([C:19]#[N:20])[C:17]#[N:18])C.C(N(CC)CC)C.C(OCC)C. Product: [NH2:20][C:19]1[N:10]([C:4]2[C:5]([CH3:9])=[CH:6][CH:7]=[CH:8][C:3]=2[CH3:2])[N:11]=[CH:15][C:16]=1[C:17]#[N:18]. The catalyst class is: 8. (3) Reactant: [NH2:1][CH2:2][CH2:3][NH:4][C:5]([CH:7]1[CH2:12][CH2:11][N:10]([C:13]2[C:18]([Cl:19])=[CH:17][N:16]=[CH:15][C:14]=2[Cl:20])[CH2:9][CH2:8]1)=[O:6].[CH3:21][O:22][C:23]1[CH:24]=[CH:25][C:26]([CH:29]=O)=[CH:27][CH:28]=1.C([BH3-])#N.[Na+]. Product: [Cl:19][C:18]1[CH:17]=[N:16][CH:15]=[C:14]([Cl:20])[C:13]=1[N:10]1[CH2:9][CH2:8][CH:7]([C:5]([NH:4][CH2:3][CH2:2][NH:1][CH2:29][C:26]2[CH:25]=[CH:24][C:23]([O:22][CH3:21])=[CH:28][CH:27]=2)=[O:6])[CH2:12][CH2:11]1. The catalyst class is: 5. (4) Reactant: C(O)(C(F)(F)F)=O.C(OC([N:15]([C:31]1[CH:36]=[CH:35][C:34]([CH2:37][O:38][CH3:39])=[CH:33][C:32]=1[N+:40]([O-:42])=[O:41])[C:16]1[N:21]=[CH:20][N:19]=[C:18]([N:22](C)[C:23](=O)OC(C)(C)C)[CH:17]=1)=O)(C)(C)C. Product: [CH3:39][O:38][CH2:37][C:34]1[CH:35]=[CH:36][C:31]([NH:15][C:16]2[CH:17]=[C:18]([NH:22][CH3:23])[N:19]=[CH:20][N:21]=2)=[C:32]([N+:40]([O-:42])=[O:41])[CH:33]=1. The catalyst class is: 2. (5) Reactant: C(OC([N:8]1[CH2:13][CH2:12][N:11]([CH2:14][CH:15]([OH:27])[C:16]2[CH:25]=[CH:24][C:19]3[C:20](=[O:23])[O:21][CH2:22][C:18]=3[C:17]=2[CH3:26])[CH2:10][CH2:9]1)=O)(C)(C)C.[ClH:28]. Product: [Cl-:28].[OH:27][CH:15]([C:16]1[CH:25]=[CH:24][C:19]2[C:20](=[O:23])[O:21][CH2:22][C:18]=2[C:17]=1[CH3:26])[CH2:14][NH+:11]1[CH2:12][CH2:13][NH:8][CH2:9][CH2:10]1. The catalyst class is: 12.